The task is: Regression. Given a peptide amino acid sequence and an MHC pseudo amino acid sequence, predict their binding affinity value. This is MHC class II binding data.. This data is from Peptide-MHC class II binding affinity with 134,281 pairs from IEDB. The peptide sequence is EDFREFSRAKGLNQEI. The binding affinity (normalized) is 0.509. The MHC is DRB1_0401 with pseudo-sequence DRB1_0401.